This data is from Peptide-MHC class I binding affinity with 185,985 pairs from IEDB/IMGT. The task is: Regression. Given a peptide amino acid sequence and an MHC pseudo amino acid sequence, predict their binding affinity value. This is MHC class I binding data. (1) The MHC is HLA-C14:02 with pseudo-sequence HLA-C14:02. The peptide sequence is SVFTGLLPF. The binding affinity (normalized) is 0.415. (2) The peptide sequence is LILNFLDWIK. The MHC is HLA-A03:01 with pseudo-sequence HLA-A03:01. The binding affinity (normalized) is 0.702. (3) The peptide sequence is MLLVLCVTQV. The MHC is HLA-A02:03 with pseudo-sequence HLA-A02:03. The binding affinity (normalized) is 0.522. (4) The peptide sequence is RQFPTAFEK. The MHC is Mamu-B52 with pseudo-sequence Mamu-B52. The binding affinity (normalized) is 0.283. (5) The peptide sequence is KARLMAEAL. The MHC is Mamu-B3901 with pseudo-sequence Mamu-B3901. The binding affinity (normalized) is 0.669. (6) The peptide sequence is FPFKYAAAF. The MHC is Mamu-A11 with pseudo-sequence Mamu-A11. The binding affinity (normalized) is 0. (7) The peptide sequence is HSIAYGSSQVL. The MHC is Mamu-A02 with pseudo-sequence Mamu-A02. The binding affinity (normalized) is 0.858.